This data is from hERG Central: cardiac toxicity at 1µM, 10µM, and general inhibition. The task is: Predict hERG channel inhibition at various concentrations. (1) The drug is Clc1ccc(-c2c[n+]3c(n2-c2ccccc2)SCC3)cc1.[Cl-]. Results: hERG_inhib (hERG inhibition (general)): blocker. (2) The compound is CCc1ccc(NC(=O)CSc2nc3ccccc3c(=O)n2CCCC(=O)NCCCN2CCOCC2)cc1. Results: hERG_inhib (hERG inhibition (general)): blocker. (3) The drug is CCOc1cc(CN2CCN(CCc3ccccc3)C(CCO)C2)ccc1OC. Results: hERG_inhib (hERG inhibition (general)): blocker. (4) The compound is O=C(c1ccc(F)cc1)N1CCCCC(Sc2nnc3ccccn23)C1=O. Results: hERG_inhib (hERG inhibition (general)): blocker. (5) The compound is O=C(CN1CCN(c2ccc(O)cc2)CC1)NC(c1ccccc1)c1ccccc1. Results: hERG_inhib (hERG inhibition (general)): blocker. (6) The drug is COc1ccc(OCC(=O)N2CCCC(N3CCN(c4ccccc4C)CC3)C2)cc1. Results: hERG_inhib (hERG inhibition (general)): blocker. (7) The molecule is Cc1ccc(-n2c(-c3ccc(Cl)cc3)c[n+]3c2CCC3)cc1.[Br-]. Results: hERG_inhib (hERG inhibition (general)): blocker. (8) The molecule is COc1ccc(-n2c3c(cc(C(=O)NCc4ccco4)c2=O)C(=O)CC(C)(C)C3)cc1. Results: hERG_inhib (hERG inhibition (general)): blocker. (9) The drug is Clc1ccc(Nc2nc(NCCN3CCOCC3)nc(N3CCOCC3)n2)cc1. Results: hERG_inhib (hERG inhibition (general)): blocker.